Dataset: Forward reaction prediction with 1.9M reactions from USPTO patents (1976-2016). Task: Predict the product of the given reaction. (1) Given the reactants Cl.[C:2]([O:6][C:7]([NH:9][CH2:10][C@@H:11]([C:13]([O:15][CH3:16])=[O:14])[NH2:12])=[O:8])([CH3:5])([CH3:4])[CH3:3].[CH3:17][CH:18]([CH3:21])[CH:19]=O.C(O)(=O)C.C(O[BH-](OC(=O)C)OC(=O)C)(=O)C.[Na+], predict the reaction product. The product is: [C:2]([O:6][C:7]([NH:9][CH2:10][C@@H:11]([C:13]([O:15][CH3:16])=[O:14])[NH:12][CH2:17][CH:18]([CH3:21])[CH3:19])=[O:8])([CH3:5])([CH3:4])[CH3:3]. (2) Given the reactants ClCCCO[CH:6]1[C:15]2[C:10](=[CH:11][CH:12]=[CH:13][CH:14]=2)[CH:9]([C:16]2[CH:17]=[N:18][CH:19]=[CH:20][CH:21]=2)[CH2:8][N:7]1[CH3:22].[NH:23]1[CH2:28][CH2:27][CH2:26][CH2:25][CH2:24]1.C([O-])([O-])=O.[Na+].[Na+].[CH2:35]([OH:39])[CH2:36][CH2:37]C, predict the reaction product. The product is: [CH3:22][N:7]1[CH2:8][CH:9]([C:16]2[CH:17]=[N:18][CH:19]=[CH:20][CH:21]=2)[C:10]2[C:15](=[CH:14][C:13]([O:39][CH2:35][CH2:36][CH2:37][N:23]3[CH2:28][CH2:27][CH2:26][CH2:25][CH2:24]3)=[CH:12][CH:11]=2)[CH2:6]1. (3) Given the reactants [F:1][C:2]1[CH:3]=[C:4]([C:8]2[CH:9]=[CH:10][C:11]([CH2:14][N:15]3[CH2:20][CH2:19][N:18](C(OC(C)(C)C)=O)[CH2:17][CH2:16]3)=[N:12][CH:13]=2)[CH:5]=[CH:6][CH:7]=1.FC(F)(F)C(O)=O, predict the reaction product. The product is: [F:1][C:2]1[CH:3]=[C:4]([C:8]2[CH:9]=[CH:10][C:11]([CH2:14][N:15]3[CH2:20][CH2:19][NH:18][CH2:17][CH2:16]3)=[N:12][CH:13]=2)[CH:5]=[CH:6][CH:7]=1. (4) Given the reactants Cl[C:2]1[N:3]=[C:4]([NH:20][CH2:21][CH:22]=[CH2:23])[C:5]2[N:6]=[C:7]([NH:16][CH2:17][CH:18]=[CH2:19])[N:8]=[C:9]([NH:12][CH2:13][CH:14]=[CH2:15])[C:10]=2[N:11]=1.[F:24][C:25]1[CH:37]=[CH:36][C:28]([CH2:29][N:30]2[CH2:35][CH2:34][NH:33][CH2:32][CH2:31]2)=[CH:27][CH:26]=1.C([O-])(O)=O.[Na+], predict the reaction product. The product is: [CH2:17]([NH:16][C:7]1[N:8]=[C:9]([NH:12][CH2:13][CH:14]=[CH2:15])[C:10]2[N:11]=[C:2]([N:33]3[CH2:32][CH2:31][N:30]([CH2:29][C:28]4[CH:36]=[CH:37][C:25]([F:24])=[CH:26][CH:27]=4)[CH2:35][CH2:34]3)[N:3]=[C:4]([NH:20][CH2:21][CH:22]=[CH2:23])[C:5]=2[N:6]=1)[CH:18]=[CH2:19]. (5) Given the reactants C([Li])CCC.Br[C:7]1[CH:12]=[CH:11][C:10]([O:13][C:14]([F:17])([F:16])[F:15])=[CH:9][C:8]=1[F:18].[B:19](OC(C)C)([O:24]C(C)C)[O:20]C(C)C.Cl, predict the reaction product. The product is: [F:18][C:8]1[CH:9]=[C:10]([O:13][C:14]([F:17])([F:16])[F:15])[CH:11]=[CH:12][C:7]=1[B:19]([OH:24])[OH:20]. (6) Given the reactants [C:1]([O:4][C:5]1[CH:13]=[CH:12][C:11]([Cl:14])=[CH:10][C:6]=1[C:7]([OH:9])=O)(=[O:3])[CH3:2].[NH2:15][C:16]1[CH:21]=[CH:20][C:19]([N:22]2[C:26]([C:27]([F:30])([F:29])[F:28])=[CH:25][C:24]([C:31]([F:34])([F:33])[F:32])=[N:23]2)=[CH:18][CH:17]=1, predict the reaction product. The product is: [C:1]([O:4][C:5]1[CH:13]=[CH:12][C:11]([Cl:14])=[CH:10][C:6]=1[C:7]([NH:15][C:16]1[CH:17]=[CH:18][C:19]([N:22]2[C:26]([C:27]([F:28])([F:29])[F:30])=[CH:25][C:24]([C:31]([F:34])([F:33])[F:32])=[N:23]2)=[CH:20][CH:21]=1)=[O:9])(=[O:3])[CH3:2]. (7) Given the reactants [C:1]12[CH2:7][CH:4]([CH2:5][CH2:6]1)[CH:3]([C:8]([O-:10])=[O:9])[C:2]=2[C:11]([O-:13])=[O:12].[Na+:14].[Na+], predict the reaction product. The product is: [CH:1]12[CH2:7][CH:4]([CH2:5][CH2:6]1)[CH:3]([C:8]([O-:10])=[O:9])[CH:2]2[C:11]([O-:13])=[O:12].[Na+:14].[Na+:14]. (8) Given the reactants [C:1]([O:5][C:6](=[O:29])[N:7]([CH2:12][C:13]1[CH:18]=[CH:17][C:16]([Cl:19])=[C:15]([C:20](C)(C)[O:21][SiH2]C(C)(C)C)[CH:14]=1)[CH2:8][CH:9]([F:11])[F:10])([CH3:4])([CH3:3])[CH3:2].[OH-].[Na+], predict the reaction product. The product is: [C:1]([O:5][C:6](=[O:29])[N:7]([CH2:12][C:13]1[CH:18]=[CH:17][C:16]([Cl:19])=[C:15]([CH2:20][OH:21])[CH:14]=1)[CH2:8][CH:9]([F:11])[F:10])([CH3:4])([CH3:2])[CH3:3]. (9) The product is: [F:12][C:9]1[CH:10]=[C:11]2[C:6](=[CH:7][CH:8]=1)[N:5]([C:13](=[O:15])[CH3:14])[C@@H:4]([CH3:16])[C@H:3]([CH3:17])[C@H:2]2[NH:1][C:47]1[CH:52]=[CH:51][C:50]([F:53])=[CH:49][N:48]=1. Given the reactants [NH2:1][C@H:2]1[C:11]2[C:6](=[CH:7][CH:8]=[C:9]([F:12])[CH:10]=2)[N:5]([C:13](=[O:15])[CH3:14])[C@@H:4]([CH3:16])[C@@H:3]1[CH3:17].CN(C1C(C2C(P(C3CCCCC3)C3CCCCC3)=CC=CC=2)=CC=CC=1)C.Br[C:47]1[CH:52]=[CH:51][C:50]([F:53])=[CH:49][N:48]=1.CC(C)([O-])C.[Na+], predict the reaction product.